This data is from Reaction yield outcomes from USPTO patents with 853,638 reactions. The task is: Predict the reaction yield, written as a fraction of the theoretical maximum amount of product (1.0 means a 100% yield; for example, 0.34 means a 34% yield). (1) The reactants are [O:1]([CH2:8][CH2:9][S:10][CH2:11][C:12]([OH:14])=O)[C:2]1[CH:7]=[CH:6][CH:5]=[CH:4][CH:3]=1.CCOC1N(C(OCC)=O)C2C(=CC=CC=2)C=C1.[CH3:33][N:34]([CH3:49])[C:35]1[C:44]2[C:39](=[CH:40][CH:41]=[CH:42][CH:43]=2)[C:38]([C:45]([NH:47][NH2:48])=[O:46])=[CH:37][CH:36]=1.O(CCSCC(NNC(C1C=CC2C=C(CN(C)C)OC=2C=1)=O)=O)C1C=CC=CC=1. No catalyst specified. The product is [O:1]([CH2:8][CH2:9][S:10][CH2:11][C:12]([NH:48][NH:47][C:45]([C:38]1[C:39]2[C:44](=[CH:43][CH:42]=[CH:41][CH:40]=2)[C:35]([N:34]([CH3:49])[CH3:33])=[CH:36][CH:37]=1)=[O:46])=[O:14])[C:2]1[CH:3]=[CH:4][CH:5]=[CH:6][CH:7]=1. The yield is 0.750. (2) The reactants are [F:1][C:2]1[CH:3]=[C:4]([CH2:9][C:10]([C:12]2[CH:17]=[CH:16][C:15]([CH3:18])=[C:14]([CH3:19])[CH:13]=2)=[O:11])[CH:5]=[C:6]([F:8])[CH:7]=1.C([N-]C(C)C)(C)C.[Li+].Br[CH2:29][CH2:30][CH2:31][S:32][C:33]1[CH:42]=[CH:41][C:36]([C:37]([O:39][CH3:40])=[O:38])=[CH:35][CH:34]=1. The catalyst is C1COCC1. The product is [F:1][C:2]1[CH:3]=[C:4]([CH:9]([C:10]([C:12]2[CH:17]=[CH:16][C:15]([CH3:18])=[C:14]([CH3:19])[CH:13]=2)=[O:11])[CH2:29][CH2:30][CH2:31][S:32][C:33]2[CH:42]=[CH:41][C:36]([C:37]([O:39][CH3:40])=[O:38])=[CH:35][CH:34]=2)[CH:5]=[C:6]([F:8])[CH:7]=1. The yield is 0.480.